This data is from Full USPTO retrosynthesis dataset with 1.9M reactions from patents (1976-2016). The task is: Predict the reactants needed to synthesize the given product. (1) The reactants are: [OH:1][CH:2]([C:4]1[C:19]([N+:20]([O-:22])=[O:21])=[CH:18][C:7]([O:8][CH2:9][CH2:10][CH2:11][C:12]([NH:14][CH2:15][C:16]#[CH:17])=[O:13])=[C:6]([O:23][CH3:24])[CH:5]=1)[CH3:3].C(N(CC)CC)C.[N+:32]([C:35]1[CH:40]=[CH:39][C:38]([O:41][C:42](=O)[O:43]C2C=CC([N+]([O-])=O)=CC=2)=[CH:37][CH:36]=1)([O-:34])=[O:33].Cl. Given the product [C:42](=[O:43])([O:41][C:38]1[CH:37]=[CH:36][C:35]([N+:32]([O-:34])=[O:33])=[CH:40][CH:39]=1)[O:1][CH:2]([C:4]1[CH:5]=[C:6]([O:23][CH3:24])[C:7]([O:8][CH2:9][CH2:10][CH2:11][C:12](=[O:13])[NH:14][CH2:15][C:16]#[CH:17])=[CH:18][C:19]=1[N+:20]([O-:22])=[O:21])[CH3:3], predict the reactants needed to synthesize it. (2) Given the product [Cl:11][C:5]1[CH:4]=[CH:3][C:2]([Br:1])=[CH:10][C:6]=1[C:7]([Cl:15])=[O:8], predict the reactants needed to synthesize it. The reactants are: [Br:1][C:2]1[CH:3]=[CH:4][C:5]([Cl:11])=[C:6]([CH:10]=1)[C:7](O)=[O:8].C(Cl)(=O)C([Cl:15])=O. (3) Given the product [CH3:54][C:53]1[CH:52]=[CH:51][C:50]([NH:55][C:56](=[O:67])[C:57]2[CH:62]=[CH:61][CH:60]=[C:59]([C:63]([F:64])([F:65])[F:66])[CH:58]=2)=[CH:49][C:48]=1[NH:47][C:15]([C:3]1[CH:4]=[N:5][N:6]([C:7]2[CH:8]=[CH:9][C:10]([O:13][CH3:14])=[CH:11][CH:12]=2)[C:2]=1[NH2:1])=[O:17], predict the reactants needed to synthesize it. The reactants are: [NH2:1][C:2]1[N:6]([C:7]2[CH:12]=[CH:11][C:10]([O:13][CH3:14])=[CH:9][CH:8]=2)[N:5]=[CH:4][C:3]=1[C:15]([OH:17])=O.[B-](F)(F)(F)F.CN(C(ON1C(=O)C=CC=C1)=[N+](C)C)C.CCN(C(C)C)C(C)C.[NH2:47][C:48]1[CH:49]=[C:50]([NH:55][C:56](=[O:67])[C:57]2[CH:62]=[CH:61][CH:60]=[C:59]([C:63]([F:66])([F:65])[F:64])[CH:58]=2)[CH:51]=[CH:52][C:53]=1[CH3:54]. (4) Given the product [NH2:1][C:2]1[CH:20]=[CH:19][C:5]2[N:6]=[C:7]([NH:10][C:11]3[C:16]([Cl:17])=[CH:15][CH:14]=[CH:13][C:12]=3[Cl:18])[N:8]([CH3:9])[C:4]=2[C:3]=1[C:21]([NH2:22])=[O:23], predict the reactants needed to synthesize it. The reactants are: [NH2:1][C:2]1[CH:20]=[CH:19][C:5]2[N:6]=[C:7]([NH:10][C:11]3[C:16]([Cl:17])=[CH:15][CH:14]=[CH:13][C:12]=3[Cl:18])[N:8]([CH3:9])[C:4]=2[C:3]=1[C:21]#[N:22].[OH:23]S(O)(=O)=O.C(=O)([O-])[O-].[Na+].[Na+].